Dataset: Forward reaction prediction with 1.9M reactions from USPTO patents (1976-2016). Task: Predict the product of the given reaction. (1) Given the reactants [CH2:1]([C:8]1([CH:17]=[CH:16][C:15]([CH2:18][C:19]2[CH:24]=[CH:23][CH:22]=[CH:21][CH:20]=2)=[CH:14][CH2:13]1)[CH2:9][CH:10]([OH:12])[NH2:11])[C:2]1[CH:7]=[CH:6][CH:5]=[CH:4][CH:3]=1.[C:25](O)(=[O:28])[CH:26]=[CH2:27].CC1C=CC(S(O)(=O)=O)=CC=1.C1(N=C=NC2CCCCC2)CCCCC1.N1(C2C=CN=CC=2)CCCC1, predict the reaction product. The product is: [C:25]([O:12][CH:10]([NH2:11])[CH2:9][C:8]1([CH2:1][C:2]2[CH:3]=[CH:4][CH:5]=[CH:6][CH:7]=2)[CH:13]=[CH:14][C:15]([CH2:18][C:19]2[CH:24]=[CH:23][CH:22]=[CH:21][CH:20]=2)=[CH:16][CH2:17]1)(=[O:28])[CH:26]=[CH2:27]. (2) Given the reactants Br[C:2]1[CH:11]=[C:10]([F:12])[C:5]2[C:6](=[O:9])[O:7][CH2:8][C:4]=2[CH:3]=1.[CH:13]([B-](F)(F)F)=[CH2:14].[K+], predict the reaction product. The product is: [F:12][C:10]1[C:5]2[C:6](=[O:9])[O:7][CH2:8][C:4]=2[CH:3]=[C:2]([CH:13]=[CH2:14])[CH:11]=1.